Predict the reaction yield, written as a fraction of the theoretical maximum amount of product (1.0 means a 100% yield; for example, 0.34 means a 34% yield). From a dataset of Reaction yield outcomes from USPTO patents with 853,638 reactions. (1) The reactants are CC[C@@H]1[C@@H]2C[C@H]([C@@H](OC3C4C(=CC=CC=4)C(O[C@@H](C4C=CN=C5C=4[CH:49]=[C:50]([O:57]C)[CH:51]=C5)[C@@H]4N5C[C@H](CC)[C@@H](CC5)C4)=NN=3)C3C=CN=C4C=3[CH:49]=[C:50]([O:57]C)[CH:51]=C4)N(CC2)C1.C(OC(C1[CH:71]=[CH:70][C:69]([F:72])=[CH:68][CH:67]=1)(C)C)C=C.S([O-])([O-])=O.[Na+].[Na+].[CH3:79][C:80]([OH:83])([CH3:82])[CH3:81].[OH2:84]. No catalyst specified. The product is [F:72][C:69]1[CH:68]=[CH:67][C:79]([C:80]([CH3:82])([O:83][CH2:49][C@@H:50]([OH:57])[CH2:51][OH:84])[CH3:81])=[CH:71][CH:70]=1. The yield is 0.800. (2) The reactants are [OH:1][C:2]1[CH:10]=[CH:9][C:5]([C:6]([OH:8])=[O:7])=[CH:4][N:3]=1.S(=O)(=O)(O)O.[C:16](=O)(O)[O-].[Na+]. The catalyst is CO. The product is [OH:1][C:2]1[CH:10]=[CH:9][C:5]([C:6]([O:8][CH3:16])=[O:7])=[CH:4][N:3]=1. The yield is 0.750.